From a dataset of Full USPTO retrosynthesis dataset with 1.9M reactions from patents (1976-2016). Predict the reactants needed to synthesize the given product. (1) Given the product [Cl:1][C:2]1[C:7]([N+:15]([O-:17])=[O:16])=[C:6]([NH2:8])[CH:5]=[C:4]([Cl:9])[N:3]=1, predict the reactants needed to synthesize it. The reactants are: [Cl:1][C:2]1[CH:7]=[C:6]([NH2:8])[CH:5]=[C:4]([Cl:9])[N:3]=1.S(=O)(=O)(O)O.[N+:15]([O-])([OH:17])=[O:16]. (2) Given the product [Cl:25][C:26]1[CH:31]=[CH:30][CH:29]=[CH:28][C:27]=1[N:32]1[C:36]2[N:37]=[CH:38][N:39]=[C:40]([O:41][CH:42]([CH2:46][O:47][CH:48]([CH3:49])[CH3:50])[C:43]([NH:8][C:12]3[CH:11]=[N:10][CH:15]=[CH:14][N:13]=3)=[O:44])[C:35]=2[CH:34]=[N:33]1, predict the reactants needed to synthesize it. The reactants are: F[P-](F)(F)(F)(F)F.[N:8]1(OC(N(C)C)=[N+](C)C)[C:12]2[N:13]=[CH:14][CH:15]=C[C:11]=2[N:10]=N1.[Cl:25][C:26]1[CH:31]=[CH:30][CH:29]=[CH:28][C:27]=1[N:32]1[C:36]2=[N:37][CH:38]=[N:39][C:40]([O:41][C@@H:42]([CH2:46][O:47][CH:48]([CH3:50])[CH3:49])[C:43](O)=[O:44])=[C:35]2[CH:34]=[N:33]1.NC1C=NC=CN=1.C(N(C(C)C)C(C)C)C. (3) Given the product [NH2:1][C:2]1[N:7]=[C:6]([C:8]2[CH:9]=[CH:10][C:11]([OH:14])=[CH:12][CH:13]=2)[C:5]([C:16]2[CH:17]=[CH:18][C:19](=[O:25])[N:20]([CH:22]([CH3:23])[CH3:24])[N:21]=2)=[CH:4][N:3]=1, predict the reactants needed to synthesize it. The reactants are: [NH2:1][C:2]1[N:7]=[C:6]([C:8]2[CH:13]=[CH:12][C:11]([O:14]C)=[CH:10][CH:9]=2)[C:5]([C:16]2[CH:17]=[CH:18][C:19](=[O:25])[N:20]([CH:22]([CH3:24])[CH3:23])[N:21]=2)=[CH:4][N:3]=1.O.[OH-].[Na+]. (4) Given the product [Cl:1][C:2]1[CH:7]=[CH:6][C:5]([O:8][C:12]2[CH:11]=[CH:10][CH:17]=[CH:16][C:13]=2[CH:14]=[O:15])=[CH:4][CH:3]=1, predict the reactants needed to synthesize it. The reactants are: [Cl:1][C:2]1[CH:7]=[CH:6][C:5]([OH:8])=[CH:4][CH:3]=1.F[C:10]1[CH:17]=[CH:16][C:13]([CH:14]=[O:15])=[CH:12][CH:11]=1.C([O-])([O-])=O.[Cs+].[Cs+].O. (5) Given the product [C:22]([O:26][C:27]([N:29]1[CH2:34][CH:33]([F:21])[C:32](=[O:35])[C:31]([CH3:41])([CH3:40])[CH2:30]1)=[O:28])([CH3:25])([CH3:24])[CH3:23], predict the reactants needed to synthesize it. The reactants are: [B-](F)(F)(F)F.[B-](F)(F)(F)F.C1[N+]2(CCl)CC[N+]([F:21])(CC2)C1.[C:22]([O:26][C:27]([N:29]1[CH2:34][CH:33]=[C:32]([O:35][Si](C)(C)C)[C:31]([CH3:41])([CH3:40])[CH2:30]1)=[O:28])([CH3:25])([CH3:24])[CH3:23]. (6) The reactants are: CS([C:5]1[N:12]=[C:11]([CH2:13][O:14][Si:15]([CH:22]([CH3:24])[CH3:23])([CH:19]([CH3:21])[CH3:20])[CH:16]([CH3:18])[CH3:17])[CH:10]=[CH:9][C:6]=1[C:7]#[N:8])(=O)=O.[CH3:25][Mg]Br.[Cl-].[NH4+].O. Given the product [CH3:25][C:5]1[N:12]=[C:11]([CH2:13][O:14][Si:15]([CH:22]([CH3:24])[CH3:23])([CH:19]([CH3:21])[CH3:20])[CH:16]([CH3:18])[CH3:17])[CH:10]=[CH:9][C:6]=1[C:7]#[N:8], predict the reactants needed to synthesize it. (7) The reactants are: [C:1]([N:8]1[CH2:12][CH:11]=[CH:10][CH2:9]1)([O:3][C:4]([CH3:7])([CH3:6])[CH3:5])=[O:2].BrN1C(C)(C)C(=O)N(Br)C1=[O:16].[C:24](#[N:26])C. Given the product [OH:16][CH:11]1[CH:10]([NH:26][CH3:24])[CH2:9][N:8]([C:1]([O:3][C:4]([CH3:7])([CH3:6])[CH3:5])=[O:2])[CH2:12]1, predict the reactants needed to synthesize it. (8) The reactants are: [Cr](Cl)([O-])(=O)=O.[NH+]1C=CC=CC=1.[CH2:12]([C:18]1[CH:23]=[CH:22][C:21]([C:24]2[C:25]([C:32]3[CH:37]=[CH:36][CH:35]=[CH:34][CH:33]=3)=[CH:26][C:27]([CH2:30][OH:31])=[CH:28][CH:29]=2)=[CH:20][CH:19]=1)[CH2:13][CH2:14][CH2:15][CH2:16][CH3:17]. Given the product [CH2:12]([C:18]1[CH:23]=[CH:22][C:21]([C:24]2[C:25]([C:32]3[CH:37]=[CH:36][CH:35]=[CH:34][CH:33]=3)=[CH:26][C:27]([CH:30]=[O:31])=[CH:28][CH:29]=2)=[CH:20][CH:19]=1)[CH2:13][CH2:14][CH2:15][CH2:16][CH3:17], predict the reactants needed to synthesize it. (9) Given the product [Cl:1][C:2]1[CH:7]=[CH:6][C:5]([N:8]2[CH2:13][CH2:12][N:11]([CH2:14][CH2:15][CH2:16][C:17]([N:19]3[CH2:26][CH2:25][C:22]4([CH2:24][CH2:23]4)[C@H:21]([OH:27])[CH2:20]3)=[O:18])[C:10](=[O:28])[C@H:9]2[CH3:29])=[CH:4][C:3]=1[O:30][C:31]([F:32])([F:33])[F:34], predict the reactants needed to synthesize it. The reactants are: [Cl:1][C:2]1[CH:7]=[CH:6][C:5]([N:8]2[CH2:13][CH2:12][N:11]([CH2:14][CH2:15][CH2:16][C:17]([N:19]3[CH2:26][CH2:25][C:22]4([CH2:24][CH2:23]4)[C@H:21]([OH:27])[CH2:20]3)=[O:18])[C:10](=[O:28])[C@@H:9]2[CH3:29])=[CH:4][C:3]=1[O:30][C:31]([F:34])([F:33])[F:32].CCO. (10) Given the product [CH3:35][N:32]1[CH2:33][CH2:34][CH:4]([O:5][C:6]2[N:11]=[C:10]([NH:12][C:13]3[CH:14]=[C:15]4[C:20](=[CH:21][CH:22]=3)[N:19]=[C:18]([CH3:23])[CH:17]=[C:16]4[NH2:24])[N:9]=[C:8]([S:25][CH3:26])[N:7]=2)[CH2:30][CH2:31]1, predict the reactants needed to synthesize it. The reactants are: CN(C)C[CH2:4][O:5][C:6]1[N:11]=[C:10]([NH:12][C:13]2[CH:14]=[C:15]3[C:20](=[CH:21][CH:22]=2)[N:19]=[C:18]([CH3:23])[CH:17]=[C:16]3[NH2:24])[N:9]=[C:8]([S:25][CH3:26])[N:7]=1.OC1[CH2:34][CH2:33][N:32]([CH3:35])[CH2:31][CH2:30]1.